From a dataset of Catalyst prediction with 721,799 reactions and 888 catalyst types from USPTO. Predict which catalyst facilitates the given reaction. (1) Reactant: [F:1][C:2]([F:19])([F:18])[CH2:3][O:4][CH2:5][C:6]1[C:10]2[CH:11]=[CH:12][CH:13]=[CH:14][C:9]=2[O:8][C:7]=1[C:15]([OH:17])=O.CCN=C=NC[CH2:26][CH2:27][N:28](C)C.Cl.[CH:32]1[CH:33]=[CH:34][C:35]2N(O)N=N[C:36]=2[CH:37]=1.[OH2:42].C(N(CC)CC)C.C[CH2:51][O:52][C:53](C)=[O:54]. Product: [F:18][C:2]([F:1])([F:19])[CH2:3][O:4][CH2:5][C:6]1[C:10]2[CH:11]=[CH:12][CH:13]=[CH:14][C:9]=2[O:8][C:7]=1[C:15]([NH:28][CH2:27][CH2:26][O:42][C:32]1[CH:33]=[CH:34][C:35]([C:53]([O:52][CH3:51])=[O:54])=[CH:36][CH:37]=1)=[O:17]. The catalyst class is: 3. (2) Reactant: [Cl:1][C:2]1[C:7]2[C:8](=[O:12])[NH:9][CH:10](O)[C:6]=2[C:5]([F:13])=[C:4]([F:14])[N:3]=1.C([SiH](CC)CC)C.CC(OC)(C)C. Product: [Cl:1][C:2]1[C:7]2[C:8](=[O:12])[NH:9][CH2:10][C:6]=2[C:5]([F:13])=[C:4]([F:14])[N:3]=1. The catalyst class is: 55. (3) Reactant: Cl.[Br:2][C:3]1[CH:4]=[C:5]([CH2:9][NH2:10])[CH:6]=[CH:7][CH:8]=1.C(N(CC)CC)C.[CH3:18][C:19]([O:22][C:23](O[C:23]([O:22][C:19]([CH3:21])([CH3:20])[CH3:18])=[O:24])=[O:24])([CH3:21])[CH3:20]. Product: [Br:2][C:3]1[CH:4]=[C:5]([CH:6]=[CH:7][CH:8]=1)[CH2:9][NH:10][C:23](=[O:24])[O:22][C:19]([CH3:21])([CH3:20])[CH3:18]. The catalyst class is: 5. (4) Reactant: [F:1][C:2]1[CH:7]=[CH:6][C:5]([F:8])=[CH:4][C:3]=1[C:9]1[CH2:10][CH2:11][CH2:12][N:13]=1.[BH4-].[Na+]. Product: [F:1][C:2]1[CH:7]=[CH:6][C:5]([F:8])=[CH:4][C:3]=1[CH:9]1[CH2:10][CH2:11][CH2:12][NH:13]1. The catalyst class is: 24. (5) Reactant: C1(O[C:8](=[O:40])[NH:9][C:10]2[CH:15]=[C:14]([O:16][C:17]3[CH:22]=[CH:21][C:20]([NH:23][C:24]([C:26]4[C:27](=[O:39])[N:28]([C:33]5[CH:38]=[CH:37][CH:36]=[CH:35][CH:34]=5)[N:29]([CH3:32])[C:30]=4[CH3:31])=[O:25])=[CH:19][CH:18]=3)[CH:13]=[CH:12][N:11]=2)C=CC=CC=1.[CH3:41][NH2:42]. Product: [CH3:32][N:29]1[C:30]([CH3:31])=[C:26]([C:24]([NH:23][C:20]2[CH:19]=[CH:18][C:17]([O:16][C:14]3[CH:13]=[CH:12][N:11]=[C:10]([NH:9][C:8]([NH:42][CH3:41])=[O:40])[CH:15]=3)=[CH:22][CH:21]=2)=[O:25])[C:27](=[O:39])[N:28]1[C:33]1[CH:38]=[CH:37][CH:36]=[CH:35][CH:34]=1. The catalyst class is: 37. (6) Reactant: Cl.[NH2:2][N:3]1[CH2:7][CH:6]([C:8]2[CH:13]=[CH:12][C:11]([CH3:14])=[C:10]([CH3:15])[CH:9]=2)[N:5]([CH2:16][CH2:17][C:18]2[CH:23]=[CH:22][C:21]([O:24][CH3:25])=[CH:20][CH:19]=2)[C:4]1=[O:26].CCN(C(C)C)C(C)C.[CH3:36][S:37](Cl)(=[O:39])=[O:38]. Product: [CH3:36][S:37]([NH:2][N:3]1[CH2:7][CH:6]([C:8]2[CH:13]=[CH:12][C:11]([CH3:14])=[C:10]([CH3:15])[CH:9]=2)[N:5]([CH2:16][CH2:17][C:18]2[CH:19]=[CH:20][C:21]([O:24][CH3:25])=[CH:22][CH:23]=2)[C:4]1=[O:26])(=[O:39])=[O:38]. The catalyst class is: 4. (7) Reactant: [O:1]1[CH2:6][CH2:5][NH:4][C:3]2[CH:7]=[CH:8][CH:9]=[CH:10][C:2]1=2.[H-].[Na+].I[CH3:14]. Product: [CH3:14][N:4]1[CH2:5][CH2:6][O:1][C:2]2[CH:10]=[CH:9][CH:8]=[CH:7][C:3]1=2. The catalyst class is: 7.